The task is: Predict the reactants needed to synthesize the given product.. This data is from Full USPTO retrosynthesis dataset with 1.9M reactions from patents (1976-2016). (1) Given the product [Cl:15][C:10]1[S:9][C:8]2[CH:7]=[CH:6][C:5]3[C:13]([C:12]=2[CH:11]=1)=[CH:14][C:2]([CH2:23][C:20]([CH3:19])=[O:22])=[CH:3][CH:4]=3, predict the reactants needed to synthesize it. The reactants are: Br[C:2]1[CH:14]=[C:13]2[C:5]([CH:6]=[CH:7][C:8]3[S:9][C:10]([Cl:15])=[CH:11][C:12]=32)=[CH:4][CH:3]=1.C([CH2:19][C:20]([O-:22])=O)(C)=C.[CH2:23]([Sn](CCCC)(CCCC)OC)CCC.C1(C)C=CC=CC=1P(C1C=CC=CC=1C)C1C=CC=CC=1C. (2) Given the product [ClH:1].[CH:14]1([NH:13][C:11](=[O:12])[C:10]2[CH:19]=[C:6]([C@@H:4]3[CH2:5][C@H:3]3[NH:2][CH:3]3[CH2:5][CH2:21][O:24][CH2:6][CH2:4]3)[CH:7]=[CH:8][C:9]=2[F:20])[CH2:18][CH2:17][CH2:16][CH2:15]1, predict the reactants needed to synthesize it. The reactants are: [ClH:1].[NH2:2][C@@H:3]1[CH2:5][C@H:4]1[C:6]1[CH:7]=[CH:8][C:9]([F:20])=[C:10]([CH:19]=1)[C:11]([NH:13][CH:14]1[CH2:18][CH2:17][CH2:16][CH2:15]1)=[O:12].[C:21](=[O:24])([O-])O.[Na+]. (3) Given the product [I-:11].[C:14]([CH2:13][CH2:12][N+:6]1[C:5]2[CH:7]=[CH:8][CH:9]=[CH:10][C:4]=2[S:3][C:2]=1[CH3:1])([OH:16])=[O:15], predict the reactants needed to synthesize it. The reactants are: [CH3:1][C:2]1[S:3][C:4]2[CH:10]=[CH:9][CH:8]=[CH:7][C:5]=2[N:6]=1.[I:11][CH2:12][CH2:13][C:14]([OH:16])=[O:15].CCOCC. (4) Given the product [CH2:39]([C:43]1[CH:44]=[CH:45][C:46]([CH2:47][NH:48][C:31](=[O:33])[C:30]2[CH:34]=[CH:35][CH:36]=[N:37][C:29]=2[NH2:28])=[CH:49][CH:50]=1)[CH2:40][CH2:41][CH3:42], predict the reactants needed to synthesize it. The reactants are: CN([P+](ON1N=NC2C=CC=CC1=2)(N(C)C)N(C)C)C.F[P-](F)(F)(F)(F)F.[NH2:28][C:29]1[N:37]=[CH:36][CH:35]=[CH:34][C:30]=1[C:31]([OH:33])=O.Cl.[CH2:39]([C:43]1[CH:50]=[CH:49][C:46]([CH2:47][NH2:48])=[CH:45][CH:44]=1)[CH2:40][CH2:41][CH3:42].C(=O)(O)[O-].[Na+]. (5) The reactants are: [O:1]1[C:5]2[CH:6]=[CH:7][CH:8]=[CH:9][C:4]=2[C:3]([CH2:10][S:11]([OH:14])(=O)=[O:12])=[N:2]1.C(#[N:17])C.P(Cl)(Cl)(Cl)=O. Given the product [CH:8]1[CH:7]=[CH:6][C:5]2[O:1][N:2]=[C:3]([CH2:10][S:11]([OH:14])(=[O:12])=[NH:17])[C:4]=2[CH:9]=1, predict the reactants needed to synthesize it. (6) Given the product [C:1]([O:9][CH:10]1[C:18]2[C:13](=[CH:14][CH:15]=[CH:16][CH:17]=2)[N:12]([CH2:19][CH2:20][CH2:21][CH3:23])[C:11]1=[O:22])(=[O:8])[C:2]1[CH:3]=[CH:4][CH:5]=[CH:6][CH:7]=1, predict the reactants needed to synthesize it. The reactants are: [C:1]([O:9][CH:10]1[C:18]2[C:13](=[CH:14][CH:15]=[CH:16][CH:17]=2)[N:12]([CH2:19][CH2:20][CH3:21])[C:11]1=[O:22])(=[O:8])[C:2]1[CH:7]=[CH:6][CH:5]=[CH:4][CH:3]=1.[CH2:23](N1C2C(=CC=CC=2)C(=O)C1=O)CCC.